From a dataset of Reaction yield outcomes from USPTO patents with 853,638 reactions. Predict the reaction yield, written as a fraction of the theoretical maximum amount of product (1.0 means a 100% yield; for example, 0.34 means a 34% yield). The reactants are [CH3:1][O:2][C:3]1[CH:11]=[CH:10][C:6]([C:7]([OH:9])=O)=[C:5]([CH3:12])[CH:4]=1.[C:13]1([CH3:19])[CH:18]=[CH:17][CH:16]=[CH:15][CH:14]=1.[Cl-].[Al+3].[Cl-].[Cl-].Cl. The catalyst is CN(C)C=O.C(Cl)(=O)C(Cl)=O.C(Cl)(Cl)Cl. The product is [CH3:1][O:2][C:3]1[CH:11]=[CH:10][C:6]([C:7]([C:16]2[CH:17]=[CH:18][C:13]([CH3:19])=[CH:14][CH:15]=2)=[O:9])=[C:5]([CH3:12])[CH:4]=1. The yield is 0.589.